Dataset: Reaction yield outcomes from USPTO patents with 853,638 reactions. Task: Predict the reaction yield, written as a fraction of the theoretical maximum amount of product (1.0 means a 100% yield; for example, 0.34 means a 34% yield). (1) The reactants are [CH:1]1([C:4]2[C:5]([O:13][CH2:14][C:15]([F:18])([F:17])[F:16])=[CH:6][C:7]([C:10]([OH:12])=O)=[N:8][CH:9]=2)[CH2:3][CH2:2]1.CN(C(ON1N=NC2C=CC=CC1=2)=[N+](C)C)C.[B-](F)(F)(F)F.C(N(CC)CC)C.[CH2:48]([O:55][CH2:56][C:57]([C:60]1[N:64]=[C:63]([CH3:65])[O:62][N:61]=1)([NH2:59])[CH3:58])[C:49]1[CH:54]=[CH:53][CH:52]=[CH:51][CH:50]=1. The catalyst is CN(C=O)C. The product is [CH2:48]([O:55][CH2:56][C:57]([NH:59][C:10](=[O:12])[C:7]1[CH:6]=[C:5]([O:13][CH2:14][C:15]([F:18])([F:17])[F:16])[C:4]([CH:1]2[CH2:2][CH2:3]2)=[CH:9][N:8]=1)([C:60]1[N:64]=[C:63]([CH3:65])[O:62][N:61]=1)[CH3:58])[C:49]1[CH:54]=[CH:53][CH:52]=[CH:51][CH:50]=1. The yield is 0.930. (2) The reactants are C[O:2][C:3](=[O:22])[CH:4]([C:11]1[CH:16]=[CH:15][C:14]([S:17]([CH3:20])(=[O:19])=[O:18])=[C:13]([Br:21])[CH:12]=1)[CH2:5][CH:6]1[CH2:10][CH2:9][CH2:8][CH2:7]1.[OH-].[Na+]. The catalyst is CO. The product is [Br:21][C:13]1[CH:12]=[C:11]([CH:4]([CH2:5][CH:6]2[CH2:10][CH2:9][CH2:8][CH2:7]2)[C:3]([OH:22])=[O:2])[CH:16]=[CH:15][C:14]=1[S:17]([CH3:20])(=[O:19])=[O:18]. The yield is 0.890. (3) The reactants are [O:1]1[C:5]2[CH:6]=[CH:7][C:8]([C:10]3([C:13]([NH:15][C:16]4[CH:17]=[C:18]5[C:22](=[CH:23][C:24]=4[F:25])[NH:21][CH:20]([C:26]([CH3:29])([CH3:28])[CH3:27])[CH2:19]5)=[O:14])[CH2:12][CH2:11]3)=[CH:9][C:4]=2[O:3][CH2:2]1.[CH2:30]([O:37]CCC=O)[C:31]1C=CC=C[CH:32]=1.[BH-](OC(C)=O)(OC(C)=O)OC(C)=O.[Na+]. The catalyst is ClCCl. The product is [O:1]1[C:5]2[CH:6]=[CH:7][C:8]([C:10]3([C:13]([NH:15][C:16]4[CH:17]=[C:18]5[C:22](=[CH:23][C:24]=4[F:25])[N:21]([CH2:32][CH2:31][CH2:30][OH:37])[C:20]([C:26]([CH3:29])([CH3:28])[CH3:27])=[CH:19]5)=[O:14])[CH2:12][CH2:11]3)=[CH:9][C:4]=2[O:3][CH2:2]1. The yield is 0.0800.